From a dataset of Full USPTO retrosynthesis dataset with 1.9M reactions from patents (1976-2016). Predict the reactants needed to synthesize the given product. (1) Given the product [Br:1][C:2]1[CH:3]=[CH:4][C:5]([CH3:13])=[C:6]([S:8][CH2:9][C:10]([Cl:16])=[O:11])[CH:7]=1, predict the reactants needed to synthesize it. The reactants are: [Br:1][C:2]1[CH:3]=[CH:4][C:5]([CH3:13])=[C:6]([S:8][CH2:9][C:10](O)=[O:11])[CH:7]=1.O=S(Cl)[Cl:16]. (2) Given the product [ClH:48].[ClH:48].[CH:1]([C@H:14]1[N:19]2[CH2:20][CH2:21][N:22]([C:64](=[O:65])[CH2:63][CH2:62][O:61][CH3:60])[CH2:23][C@H:18]2[CH2:17][NH:16][CH2:15]1)([C:8]1[CH:9]=[CH:10][CH:11]=[CH:12][CH:13]=1)[C:2]1[CH:3]=[CH:4][CH:5]=[CH:6][CH:7]=1, predict the reactants needed to synthesize it. The reactants are: [CH:1]([C@H:14]1[N:19]2[CH2:20][CH2:21][NH:22][CH2:23][C@H:18]2[CH2:17][N:16](C(OC(C)(C)C)=O)[CH2:15]1)([C:8]1[CH:13]=[CH:12][CH:11]=[CH:10][CH:9]=1)[C:2]1[CH:7]=[CH:6][CH:5]=[CH:4][CH:3]=1.C(N(CC)CC)C.ON1C2C=CC=CC=2N=N1.[ClH:48].CN(C)CCCN=C=NCC.[CH3:60][O:61][CH2:62][CH2:63][C:64](O)=[O:65]. (3) Given the product [CH2:26]([N:16]1[CH2:17][CH2:18][CH2:19][CH:15]1[C:13]1[N:14]=[C:10]([NH:9][C:7]([NH:6][CH2:5][C:4]2[C:3]([O:2][CH3:1])=[CH:23][CH:22]=[CH:21][C:20]=2[O:24][CH3:25])=[NH:8])[S:11][CH:12]=1)[C:27]1[CH:32]=[CH:31][CH:30]=[CH:29][CH:28]=1, predict the reactants needed to synthesize it. The reactants are: [CH3:1][O:2][C:3]1[CH:23]=[CH:22][CH:21]=[C:20]([O:24][CH3:25])[C:4]=1[CH2:5][NH:6][C:7]([NH:9][C:10]1[S:11][CH:12]=[C:13]([CH:15]2[CH2:19][CH2:18][CH2:17][NH:16]2)[N:14]=1)=[NH:8].[CH2:26](Br)[C:27]1[CH:32]=[CH:31][CH:30]=[CH:29][CH:28]=1.C1(C2CCCCCCCCC=2)CCCCCCNNN=1. (4) Given the product [O:1]1[CH:5]=[CH:4][CH:3]=[C:2]1[C:6]1[O:7][C:8]([CH3:37])=[C:9]([CH2:11][O:12][C:13]2[CH:34]=[CH:33][C:16]([CH2:17][O:18][C:19]3[C:24](/[CH:25]=[CH:38]\[P:39](=[O:46])([O:43][CH2:44][CH3:45])[O:40][CH2:41][CH3:42])=[CH:23][N:22]=[C:21]([C:27]4[CH:28]=[CH:29][CH:30]=[CH:31][CH:32]=4)[N:20]=3)=[CH:15][C:14]=2[O:35][CH3:36])[N:10]=1, predict the reactants needed to synthesize it. The reactants are: [O:1]1[CH:5]=[CH:4][CH:3]=[C:2]1[C:6]1[O:7][C:8]([CH3:37])=[C:9]([CH2:11][O:12][C:13]2[CH:34]=[CH:33][C:16]([CH2:17][O:18][C:19]3[C:24]([CH:25]=O)=[CH:23][N:22]=[C:21]([C:27]4[CH:32]=[CH:31][CH:30]=[CH:29][CH:28]=4)[N:20]=3)=[CH:15][C:14]=2[O:35][CH3:36])[N:10]=1.[CH2:38](P(=O)(OCC)OCC)[P:39](=[O:46])([O:43][CH2:44][CH3:45])[O:40][CH2:41][CH3:42].[H-].[Na+].Cl. (5) Given the product [CH:24]1([O:21][C:11]2[C:12]([N:16]3[N:17]=[CH:18][CH:19]=[N:20]3)=[CH:13][CH:14]=[C:15]3[C:10]=2[CH2:9][CH2:8][C@H:7]([CH3:22])[N:6]3[C:4]([CH:1]2[CH2:2][CH2:3]2)=[O:5])[CH2:27][CH2:26][CH2:25]1, predict the reactants needed to synthesize it. The reactants are: [CH:1]1([C:4]([N:6]2[C:15]3[C:10](=[C:11]([OH:21])[C:12]([N:16]4[N:20]=[CH:19][CH:18]=[N:17]4)=[CH:13][CH:14]=3)[CH2:9][CH2:8][C@@H:7]2[CH3:22])=[O:5])[CH2:3][CH2:2]1.Br[CH:24]1[CH2:27][CH2:26][CH2:25]1.C(=O)([O-])[O-].[Cs+].[Cs+]. (6) Given the product [CH:9]([S:12]([C:15]1[CH:20]=[CH:19][C:18]([C:2]2[N:3]=[CH:4][C:5]([NH2:8])=[N:6][CH:7]=2)=[CH:17][CH:16]=1)(=[O:13])=[O:14])([CH3:11])[CH3:10], predict the reactants needed to synthesize it. The reactants are: Br[C:2]1[N:3]=[CH:4][C:5]([NH2:8])=[N:6][CH:7]=1.[CH:9]([S:12]([C:15]1[CH:20]=[CH:19][C:18](B(O)O)=[CH:17][CH:16]=1)(=[O:14])=[O:13])([CH3:11])[CH3:10].[O-]P([O-])([O-])=O.[K+].[K+].[K+].